Dataset: Full USPTO retrosynthesis dataset with 1.9M reactions from patents (1976-2016). Task: Predict the reactants needed to synthesize the given product. Given the product [Cl:8][C:9]1[N:14]=[C:13]([C:15]([NH:7][C:2]2[CH:3]=[CH:4][CH:5]=[CH:6][N:1]=2)=[O:16])[CH:12]=[N:11][CH:10]=1, predict the reactants needed to synthesize it. The reactants are: [N:1]1[CH:6]=[CH:5][CH:4]=[CH:3][C:2]=1[NH2:7].[Cl:8][C:9]1[N:14]=[C:13]([C:15](O)=[O:16])[CH:12]=[N:11][CH:10]=1.